Binary Classification. Given a miRNA mature sequence and a target amino acid sequence, predict their likelihood of interaction. From a dataset of Experimentally validated miRNA-target interactions with 360,000+ pairs, plus equal number of negative samples. (1) The miRNA is hsa-miR-4708-5p with sequence AGAGAUGCCGCCUUGCUCCUU. The protein sequence of the target gene is MEREPRARVALVPERCGRGPSSRHRRPGLLLPGLWLLLLAGPASCAPDDLSLAQHSHPVRPSDFLPERSILHSAAQVTLSETVPRSQPSISALVLSSPSATAFDTAFLSQRQQTQSTAEPSFFEANYGSVTSNEVALDDEEMDNFLPDAHWTSSRGVSPMRYITPSPPEPPQEMLEPGTTPSLPTISLPDEVLSGCQNTVQQATVYVEPSTYFGTSWSAFLTSEGIIPTPSRNSVLHPIEIHSQLSSKALPETVASVTEGAENLLFSSRISVSQPSGNGMTQQPSVPLWEVSQPLVGVLA.... Result: 0 (no interaction). (2) The miRNA is dme-miR-279-3p with sequence UGACUAGAUCCACACUCAUUAA. The protein sequence of the target gene is MSGRGAGGFPLPPLSPGGGAVAAALGAPPPPAGPGMLPSPALRGPGPSGGMGVPGAAAFRPMGPAGPAAQYQRPGMSPGSRMPMAGLQVGPPAGSPFGTAAPLRPGMPPTMMDPFRKRLLVPQAQPPMPAQRRGLKRRKMADKVLPQRIRELVPESQAYMDLLAFERKLDQTIARKRMEIQEAIKKPLTQKRKLRIYISNTFSPSKADGDNAGTAGTPGGTPAADKVASWELRVEGKLLDDPSKQKRKFSSFFKSLVIELDKELYGPDNHLVEWHRMPTTQETDGFQVKRPGDLNVKCTL.... Result: 0 (no interaction). (3) The miRNA is hsa-miR-8078 with sequence GGUCUAGGCCCGGUGAGAGACUC. The protein sequence of the target gene is MAKGRGSASWSARAIVTLMAVSVLLLQADYVQAATYTVGDSGIWTFNAVGWPKGKHFRAGDVLVFNYNPRMHNVVKVDSGSYNNCKTPTGAKPYTSGKDRITLSKGQNFFICNFPNHCESDMKIAVTAV. Result: 0 (no interaction). (4) The miRNA is hsa-miR-4639-3p with sequence UCACUCUCACCUUGCUUUGC. The protein sequence of the target gene is MESLMASSTLPPLFADEDGSKESNDLATSGLTHPEGPYGSAATSTTNPEFVEDLSQGQLLQSEASNAVEGNEQRPEDEQRSKRGGWSKGRKRKKPLRDSNAPKSPLTGYVRFMNERREQLRAKRPEVPFPEITRMLGNEWSKLPPEEKQRYLDEADRDKERYMKELEQYQKTEAYKVFSRKTQDRQKGKSHRQDAARQATHDHEKETEVKERSVFDIPIFTEEFLNHSKAREAELRQLRKSNMEFEERNAALQKHVESMRTAVEKLEVDVIQERSRNTVLQQHLETLRQMLTSSFASMPL.... Result: 0 (no interaction). (5) The miRNA is hsa-miR-218-1-3p with sequence AUGGUUCCGUCAAGCACCAUGG. The protein sequence of the target gene is MNSWDAGLAGLLVGTIGVSLLSNGLVLLCLLHSADIRRQAPALFTLNLTCGNLLCTVVNMPLTLAGVVAQRQPAGDRLCRLAAFLDTFLAANSMLSMAALSIDRWVAVVFPLSYRAKMRLRDAAFMVAYTWLHALTFPATALALSWLGFHQLYASCTLCSRRPDERLRFAVFTSAFHALSFLLSFIVLCFTYLKVLKVARFHCKRIDVITMQTLVLLVDIHPSVRERCLEEQKRRRQRATKKISTFIGTFLVCFAPYVITRLVELFSTAPIGSHWGVLSKCLAYSKAASDPFVYSLLRHQ.... Result: 0 (no interaction). (6) The miRNA is rno-let-7e-5p with sequence UGAGGUAGGAGGUUGUAUAGUU. The protein sequence of the target gene is MASSLKIWGTLLALLCILCTLLVQSKEVSWREFMKQHYLSPSREFREYKCDVLMRENEALKDKSSHMFIYISWYKIEHICTSDNWMDRFRNAYVWVQNPLKVLKCHQENSKNSYTESRSFNYIEFHCSMDGYVDSIEDLKMVEPIGN. Result: 0 (no interaction). (7) The miRNA is cel-miR-34-5p with sequence AGGCAGUGUGGUUAGCUGGUUG. The protein sequence of the target gene is MAKNTAIGIDLGTTYSCVGVFQHGKVEIIANDQGNRTTPSYVAFTDTERLIGDAAKNQVALNPQNTVFDAKRLIGRKFGDAVVQSDMKHWPFQVVNDGDKPKVQVNYKGESRSFFPEEISSMVLTKMKEIAEAYLGHPVTNAVITVPAYFNDSQRQATKDAGVIAGLNVLRIINEPTAAAIAYGLDRTGKGERNVLIFDLGGGTFDVSILTIDDGIFEVKATAGDTHLGGEDFDNRLVSHFVEEFKRKHKKDISQNKRAVRRLRTACERAKRTLSSSTQASLEIDSLFEGIDFYTSITRA.... Result: 0 (no interaction).